The task is: Predict the reactants needed to synthesize the given product.. This data is from Full USPTO retrosynthesis dataset with 1.9M reactions from patents (1976-2016). (1) Given the product [CH3:25][N:26]1[CH:30]=[C:29]([S:31]([N:13]2[CH2:14][CH2:15][CH:10]([C:2]([C:3]3[CH:8]=[CH:7][CH:6]=[CH:5][CH:4]=3)=[O:9])[CH2:11][CH2:12]2)(=[O:33])=[O:32])[N:28]=[CH:27]1, predict the reactants needed to synthesize it. The reactants are: Cl.[C:2]([CH:10]1[CH2:15][CH2:14][NH:13][CH2:12][CH2:11]1)(=[O:9])[C:3]1[CH:8]=[CH:7][CH:6]=[CH:5][CH:4]=1.CCN(C(C)C)C(C)C.[CH3:25][N:26]1[CH:30]=[C:29]([S:31](Cl)(=[O:33])=[O:32])[N:28]=[CH:27]1. (2) Given the product [NH2:16][C:17]1[C:18]([C:31]([NH:33][CH3:34])=[O:32])=[N:19][C:20]([C:23]2[CH:28]=[CH:27][CH:26]=[C:25]([CH2:29][NH:30][CH2:8][C:7]3[CH:6]=[CH:5][C:4]([C:10]4[CH:15]=[CH:14][CH:13]=[CH:12][CH:11]=4)=[CH:3][C:2]=3[F:1])[CH:24]=2)=[CH:21][N:22]=1, predict the reactants needed to synthesize it. The reactants are: [F:1][C:2]1[CH:3]=[C:4]([C:10]2[CH:15]=[CH:14][CH:13]=[CH:12][CH:11]=2)[CH:5]=[CH:6][C:7]=1[CH:8]=O.[NH2:16][C:17]1[C:18]([C:31]([NH:33][CH3:34])=[O:32])=[N:19][C:20]([C:23]2[CH:28]=[CH:27][CH:26]=[C:25]([CH2:29][NH2:30])[CH:24]=2)=[CH:21][N:22]=1.CC(O)=O.[BH-](OC(C)=O)(OC(C)=O)OC(C)=O.[Na+].C([O-])(O)=O.[Na+]. (3) Given the product [ClH:40].[Cl:41][C:33]1[C:34]([Cl:40])=[CH:35][C:36]2[C:37]3[CH2:38][CH2:39][NH:26][CH2:27][CH2:28][C:29]=3[N:30]([CH2:42][C:43]([NH:9][C:6]3[CH:5]=[CH:4][CH:3]=[CH:8][CH:7]=3)=[O:44])[C:31]=2[CH:32]=1, predict the reactants needed to synthesize it. The reactants are: CO[C:3]1[CH:8]=[CH:7][C:6]([NH2:9])=[CH:5][CH:4]=1.CC(C)N=C=NC(C)C.C(OC([N:26]1[CH2:39][CH2:38][C:37]2[C:36]3[CH:35]=[C:34]([Cl:40])[C:33]([Cl:41])=[CH:32][C:31]=3[N:30]([CH2:42][C:43](O)=[O:44])[C:29]=2[CH2:28][CH2:27]1)=O)(C)(C)C. (4) Given the product [CH3:32][N:33]([CH3:34])[C:28]([C:9]1[C:10]([NH:21][CH:22]2[CH2:27][CH2:26][O:25][CH2:24][CH2:23]2)=[C:11]2[C:16]([CH3:17])=[N:15][N:14]([CH:18]([CH3:19])[CH3:20])[C:12]2=[N:13][C:8]=1[C:4]1[CH:5]=[CH:6][CH:7]=[C:2]([OH:1])[CH:3]=1)=[O:29], predict the reactants needed to synthesize it. The reactants are: [OH:1][C:2]1[CH:3]=[C:4]([C:8]2[N:13]=[C:12]3[N:14]([CH:18]([CH3:20])[CH3:19])[N:15]=[C:16]([CH3:17])[C:11]3=[C:10]([NH:21][CH:22]3[CH2:27][CH2:26][O:25][CH2:24][CH2:23]3)[C:9]=2[C:28](O)=[O:29])[CH:5]=[CH:6][CH:7]=1.Cl.[CH3:32][NH:33][CH3:34].C(N(CC)CC)C.ON1C2N=CC=CC=2N=N1.F[P-](F)(F)(F)(F)F.CN(C(ON1C2=NC=CC=C2N=N1)=[N+](C)C)C. (5) Given the product [C:1]([O:5][C:6]([N:8]1[CH2:13][CH2:12][C@H:11]([NH:14][C:15]([C:17]2[NH:18][C:19]([CH3:24])=[C:20]([Cl:23])[C:21]=2[Cl:22])=[O:16])[C@H:10]([CH2:25][O:26][CH3:37])[CH2:9]1)=[O:7])([CH3:4])([CH3:2])[CH3:3], predict the reactants needed to synthesize it. The reactants are: [C:1]([O:5][C:6]([N:8]1[CH2:13][CH2:12][C@H:11]([NH:14][C:15]([C:17]2[NH:18][C:19]([CH3:24])=[C:20]([Cl:23])[C:21]=2[Cl:22])=[O:16])[C@H:10]([CH2:25][O:26]S(C2C=CC(C)=CC=2)(=O)=O)[CH2:9]1)=[O:7])([CH3:4])([CH3:3])[CH3:2].[CH3:37][O-].[Na+]. (6) Given the product [N:1]1[CH:2]=[CH:3][N:4]2[CH:9]=[CH:8][CH:7]=[C:6]([O:10][CH2:19][C:20]3[CH:21]=[CH:22][C:23]([C:24]([NH:26][C:27]4[CH:32]=[CH:31][CH:30]=[CH:29][N:28]=4)=[O:25])=[CH:33][CH:34]=3)[C:5]=12, predict the reactants needed to synthesize it. The reactants are: [N:1]1[CH:2]=[CH:3][N:4]2[CH:9]=[CH:8][CH:7]=[C:6]([OH:10])[C:5]=12.O1C=NN=C1C1C=CC=CC=1O[CH2:19][C:20]1[CH:34]=[CH:33][C:23]([C:24]([NH:26][C:27]2[CH:32]=[CH:31][CH:30]=[CH:29][N:28]=2)=[O:25])=[CH:22][CH:21]=1. (7) Given the product [Br:44][C:6]1[CH:11]=[CH:10][C:9]([N:12]([C:17]2[C:36]([CH:37]3[CH2:39][CH2:38]3)=[CH:35][C:20]3[C:21]([C:31]([NH:33][CH3:34])=[O:32])=[C:22]([C:24]4[CH:29]=[CH:28][C:27]([F:30])=[CH:26][CH:25]=4)[O:23][C:19]=3[CH:18]=2)[S:13]([CH3:16])(=[O:15])=[O:14])=[CH:8][C:7]=1[C:40]([F:43])([F:42])[F:41], predict the reactants needed to synthesize it. The reactants are: N([O-])=O.[Na+].N[C:6]1[CH:11]=[CH:10][C:9]([N:12]([C:17]2[C:36]([CH:37]3[CH2:39][CH2:38]3)=[CH:35][C:20]3[C:21]([C:31]([NH:33][CH3:34])=[O:32])=[C:22]([C:24]4[CH:29]=[CH:28][C:27]([F:30])=[CH:26][CH:25]=4)[O:23][C:19]=3[CH:18]=2)[S:13]([CH3:16])(=[O:15])=[O:14])=[CH:8][C:7]=1[C:40]([F:43])([F:42])[F:41].[BrH:44]. (8) Given the product [NH2:29][CH2:1][C:3]1[S:7][C:6]([C:8]2[N:9]=[N:10][O:11][CH:12]=2)=[CH:5][CH:4]=1, predict the reactants needed to synthesize it. The reactants are: [CH:1]([C:3]1[S:7][C:6]([C:8]2[N:9]=[N:10][O:11][CH:12]=2)=[CH:5][CH:4]=1)=O.C(O[BH-](OC(=O)C)OC(=O)C)(=O)C.[Na+].[BH3-]C#[N:29].[Na+].[BH4-].[Na+]. (9) Given the product [CH3:24][N:25]([CH3:38])[CH2:26][CH2:27][NH:28][S:29]([C:32]1[S:33][C:34]([C:22]#[C:21][C:20]2[CH:19]=[N:18][N:11]3[C:12]([C:14]([F:15])([F:17])[F:16])=[CH:13][C:8]([C:5]4[CH:6]=[CH:7][C:2]([Cl:1])=[C:3]([CH3:23])[CH:4]=4)=[N:9][C:10]=23)=[CH:35][CH:36]=1)(=[O:31])=[O:30], predict the reactants needed to synthesize it. The reactants are: [Cl:1][C:2]1[CH:7]=[CH:6][C:5]([C:8]2[CH:13]=[C:12]([C:14]([F:17])([F:16])[F:15])[N:11]3[N:18]=[CH:19][C:20]([C:21]#[CH:22])=[C:10]3[N:9]=2)=[CH:4][C:3]=1[CH3:23].[CH3:24][N:25]([CH3:38])[CH2:26][CH2:27][NH:28][S:29]([C:32]1[S:33][C:34](Br)=[CH:35][CH:36]=1)(=[O:31])=[O:30]. (10) Given the product [CH3:14][C:15]1([CH3:23])[O:20][C:19](=[O:21])[CH:18]([C:11]([C:7]2[CH:6]=[C:5]3[C:10](=[CH:9][CH:8]=2)[N:2]([CH3:1])[N:3]=[CH:4]3)=[O:13])[C:17](=[O:22])[O:16]1, predict the reactants needed to synthesize it. The reactants are: [CH3:1][N:2]1[C:10]2[C:5](=[CH:6][C:7]([C:11]([OH:13])=O)=[CH:8][CH:9]=2)[CH:4]=[N:3]1.[CH3:14][C:15]1([CH3:23])[O:20][C:19](=[O:21])[CH2:18][C:17](=[O:22])[O:16]1.CCN=C=NCCCN(C)C.Cl.